The task is: Predict the reactants needed to synthesize the given product.. This data is from Full USPTO retrosynthesis dataset with 1.9M reactions from patents (1976-2016). (1) Given the product [CH:9](=[N:1][C:2]1[CH:7]=[CH:6][CH:5]=[CH:4][C:3]=1[OH:8])[C:10]1[CH:15]=[CH:14][CH:13]=[CH:12][CH:11]=1, predict the reactants needed to synthesize it. The reactants are: [NH2:1][C:2]1[CH:7]=[CH:6][CH:5]=[CH:4][C:3]=1[OH:8].[CH:9](=O)[C:10]1[CH:15]=[CH:14][CH:13]=[CH:12][CH:11]=1. (2) Given the product [N:11]1[C:10]2[CH2:9][NH:8][CH2:17][CH2:16][C:15]=2[C:14](=[O:18])[NH:13][CH:12]=1, predict the reactants needed to synthesize it. The reactants are: C([N:8]1[CH2:17][CH2:16][C:15]2[C:14](=[O:18])[NH:13][CH:12]=[N:11][C:10]=2[CH2:9]1)C1C=CC=CC=1.